Predict the reaction yield, written as a fraction of the theoretical maximum amount of product (1.0 means a 100% yield; for example, 0.34 means a 34% yield). From a dataset of Reaction yield outcomes from USPTO patents with 853,638 reactions. (1) The reactants are [NH:1]1[C:9]2[C:4](=[CH:5][CH:6]=[CH:7][CH:8]=2)[CH:3]=[CH:2]1.[OH-].[K+].[CH3:12][O:13][CH:14]1[CH2:19][CH2:18][CH2:17][CH2:16][C:15]1=O. The catalyst is CO. The product is [CH3:12][O:13][CH:14]1[C:15]([C:3]2[C:4]3[C:9](=[CH:8][CH:7]=[CH:6][CH:5]=3)[NH:1][CH:2]=2)=[CH:16][CH2:17][CH2:18][CH2:19]1. The yield is 0.300. (2) The reactants are [N+:1]([C:4]1[CH:12]=[CH:11][C:7]2[N:8]=[CH:9][NH:10][C:6]=2[CH:5]=1)([O-:3])=[O:2].[CH2:13]([Mg]Br)[CH2:14][CH3:15].ClC1C(=O)C(Cl)=C(Cl)C(=O)C=1Cl. The catalyst is C1COCC1. The product is [CH2:13]([C:5]1[C:6]2[NH:10][CH:9]=[N:8][C:7]=2[CH:11]=[CH:12][C:4]=1[N+:1]([O-:3])=[O:2])[CH2:14][CH3:15]. The yield is 0.520. (3) The reactants are [Cl:1][C:2]1[C:7]([C:8](O)=[O:9])=[CH:6][N:5]=[C:4]([Cl:11])[CH:3]=1.ClC1C(CO)=CC(F)=C(Cl)N=1. No catalyst specified. The product is [Cl:1][C:2]1[CH:3]=[C:4]([Cl:11])[N:5]=[CH:6][C:7]=1[CH2:8][OH:9]. The yield is 0.600. (4) The reactants are [NH2:1][OH:2].[F:3][C:4]([F:15])([F:14])[O:5][C:6]1[CH:13]=[CH:12][CH:11]=[CH:10][C:7]=1[C:8]#[N:9]. The catalyst is CCO. The product is [OH:2][N:1]=[C:8]([C:7]1[CH:10]=[CH:11][CH:12]=[CH:13][C:6]=1[O:5][C:4]([F:3])([F:14])[F:15])[NH2:9]. The yield is 0.940. (5) The reactants are [CH3:1][O:2][C:3]1[CH:8]=[CH:7][C:6]([CH2:9][CH2:10][NH:11][C:12]2[CH:17]=[C:16]([C:18]3[CH:45]=[CH:44][C:21]4[N:22](C(C5C=CC=CC=5)(C5C=CC=CC=5)C5C=CC=CC=5)[CH:23]=[N:24][C:20]=4[CH:19]=3)[N:15]=[C:14]([O:46][CH3:47])[N:13]=2)=[CH:5][CH:4]=1.FC(F)(F)C(O)=O.O.CO. The catalyst is C(Cl)Cl. The product is [NH:22]1[C:21]2[CH:44]=[CH:45][C:18]([C:16]3[N:15]=[C:14]([O:46][CH3:47])[N:13]=[C:12]([NH:11][CH2:10][CH2:9][C:6]4[CH:5]=[CH:4][C:3]([O:2][CH3:1])=[CH:8][CH:7]=4)[CH:17]=3)=[CH:19][C:20]=2[N:24]=[CH:23]1. The yield is 0.490. (6) The product is [C:25]([O:29][C:30](=[O:35])[NH:31][CH2:32][CH2:33][S:34][C:2]1[S:6][C:5]([NH:7][C:8]([NH:10][C:11]2[CH:16]=[CH:15][C:14]([CH3:17])=[CH:13][C:12]=2[C:18]([CH:20]2[CH2:24][CH2:23][CH2:22][CH2:21]2)=[O:19])=[O:9])=[N:4][CH:3]=1)([CH3:28])([CH3:26])[CH3:27]. The reactants are Br[C:2]1[S:6][C:5]([NH:7][C:8]([NH:10][C:11]2[CH:16]=[CH:15][C:14]([CH3:17])=[CH:13][C:12]=2[C:18]([CH:20]2[CH2:24][CH2:23][CH2:22][CH2:21]2)=[O:19])=[O:9])=[N:4][CH:3]=1.[C:25]([O:29][C:30](=[O:35])[NH:31][CH2:32][CH2:33][SH:34])([CH3:28])([CH3:27])[CH3:26]. The yield is 0.400. No catalyst specified. (7) The reactants are [NH:1]1[C:9]2[C:4](=[CH:5][CH:6]=[CH:7][CH:8]=2)[CH:3]=[C:2]1[C:10]([CH3:17])([CH3:16])[C:11]([O:13][CH2:14][CH3:15])=[O:12].[N+:18]([O-])([O-:20])=[O:19].[Na+]. The catalyst is S(=O)(=O)(O)O. The product is [CH3:17][C:10]([C:2]1[NH:1][C:9]2[C:4]([CH:3]=1)=[CH:5][C:6]([N+:18]([O-:20])=[O:19])=[CH:7][CH:8]=2)([CH3:16])[C:11]([O:13][CH2:14][CH3:15])=[O:12]. The yield is 0.570. (8) The reactants are [N+:1]([C:4]1[CH:9]=[CH:8][CH:7]=[C:6]([N+:10]([O-])=O)[C:5]=1[NH:13][CH2:14][CH2:15][C:16]([O:18][CH2:19][CH3:20])=[O:17])([O-])=O. The catalyst is [Pd].O1CCCC1. The product is [NH2:1][C:4]1[CH:9]=[CH:8][CH:7]=[C:6]([NH2:10])[C:5]=1[NH:13][CH2:14][CH2:15][C:16]([O:18][CH2:19][CH3:20])=[O:17]. The yield is 0.910. (9) The reactants are Br.[NH:2]1[CH2:7][CH2:6][CH2:5][C@@H:4]([C:8]2[N:12]3[C:13]4[CH:19]=[CH:18][NH:17][C:14]=4[N:15]=[CH:16][C:11]3=[N:10][CH:9]=2)[CH2:3]1.Br.N1CCC[C@H](C2N3C4C=CNC=4N=CC3=NC=2)C1.CCN(C(C)C)C(C)C.[F:48][C:49]1([F:56])[CH2:52][CH:51]([C:53](O)=[O:54])[CH2:50]1.CCN=C=NCCCN(C)C.Cl. The catalyst is CN(C=O)C. The product is [CH:19]1[C:13]2[N:12]3[C:8]([C@@H:4]4[CH2:5][CH2:6][CH2:7][N:2]([C:53]([CH:51]5[CH2:52][C:49]([F:56])([F:48])[CH2:50]5)=[O:54])[CH2:3]4)=[CH:9][N:10]=[C:11]3[CH:16]=[N:15][C:14]=2[NH:17][CH:18]=1. The yield is 0.300.